Predict the reactants needed to synthesize the given product. From a dataset of Full USPTO retrosynthesis dataset with 1.9M reactions from patents (1976-2016). (1) Given the product [NH2:1][C:2]1[N:3]=[C:4]([NH:21][CH2:19][CH3:20])[C:5]([C:13]#[N:14])=[C:6]([C:8]2[O:9][CH:10]=[CH:11][CH:12]=2)[N:7]=1, predict the reactants needed to synthesize it. The reactants are: [NH2:1][C:2]1[N:7]=[C:6]([C:8]2[O:9][CH:10]=[CH:11][CH:12]=2)[C:5]([C:13]#[N:14])=[C:4](S(C)(=O)=O)[N:3]=1.[CH2:19]([NH2:21])[CH3:20]. (2) Given the product [CH3:15][C:8]1[C:9]([C:12]([NH2:14])=[O:13])=[N:10][C:11]2[C:6]([CH:7]=1)=[CH:5][N:4]=[CH:3][C:2]=2[C:22]1[CH:21]=[CH:20][C:19]([O:18][C:17]([F:16])([F:28])[F:29])=[CH:24][CH:23]=1, predict the reactants needed to synthesize it. The reactants are: Br[C:2]1[CH:3]=[N:4][CH:5]=[C:6]2[C:11]=1[N:10]=[C:9]([C:12]([NH2:14])=[O:13])[C:8]([CH3:15])=[CH:7]2.[F:16][C:17]([F:29])([F:28])[O:18][C:19]1[CH:24]=[CH:23][C:22](B(O)O)=[CH:21][CH:20]=1. (3) The reactants are: Br[C:2]1[C:9]([C:10]#[N:11])=[C:8]([OH:12])[C:7]([O:13][CH3:14])=[CH:6][C:3]=1[C:4]#[N:5].[CH2:15]([C:17]1[CH:32]=[CH:31][C:20]([CH2:21]B2OC(C)(C)C(C)(C)O2)=[CH:19][CH:18]=1)[CH3:16].C(Cl)Cl.C(=O)([O-])O.[Na+]. Given the product [CH2:15]([C:17]1[CH:32]=[CH:31][C:20]([CH2:21][C:2]2[C:9]([C:10]#[N:11])=[C:8]([OH:12])[C:7]([O:13][CH3:14])=[CH:6][C:3]=2[C:4]#[N:5])=[CH:19][CH:18]=1)[CH3:16], predict the reactants needed to synthesize it. (4) Given the product [CH:19]([C:16]1[CH:17]=[CH:18][C:13]([C:2]2([NH:1][C:24](=[O:26])[CH3:25])[C:10](=[O:11])[C:9]3[C:4](=[CH:5][CH:6]=[CH:7][CH:8]=3)[C:3]2=[O:12])=[C:14]([O:22][CH3:23])[CH:15]=1)([CH3:21])[CH3:20], predict the reactants needed to synthesize it. The reactants are: [NH2:1][C:2]1([C:13]2[CH:18]=[CH:17][C:16]([CH:19]([CH3:21])[CH3:20])=[CH:15][C:14]=2[O:22][CH3:23])[C:10](=[O:11])[C:9]2[C:4](=[CH:5][CH:6]=[CH:7][CH:8]=2)[C:3]1=[O:12].[C:24](Cl)(=[O:26])[CH3:25].C(N(CC)CC)C.